From a dataset of Forward reaction prediction with 1.9M reactions from USPTO patents (1976-2016). Predict the product of the given reaction. (1) Given the reactants [CH2:1]([O:3][C:4]([C:6]1[C:7](=[O:32])[C:8]2[C:9]([N:17]([C@H:19]([C:23]([CH3:31])([CH3:30])[O:24][SiH2:25][C:26]([CH3:29])([CH3:28])[CH3:27])[CH:20]([CH3:22])[CH3:21])[CH:18]=1)=[N:10][C:11]([O:15][CH3:16])=[C:12](Cl)[N:13]=2)=[O:5])[CH3:2].[Br-].[F:34][C:35]1[C:42]([Cl:43])=[CH:41][CH:40]=[CH:39][C:36]=1[CH2:37][Zn+].Cl, predict the reaction product. The product is: [CH2:1]([O:3][C:4]([C:6]1[C:7](=[O:32])[C:8]2[C:9]([N:17]([C@H:19]([C:23]([CH3:30])([CH3:31])[O:24][SiH2:25][C:26]([CH3:27])([CH3:28])[CH3:29])[CH:20]([CH3:22])[CH3:21])[CH:18]=1)=[N:10][C:11]([O:15][CH3:16])=[C:12]([CH2:37][C:36]1[CH:39]=[CH:40][CH:41]=[C:42]([Cl:43])[C:35]=1[F:34])[N:13]=2)=[O:5])[CH3:2]. (2) Given the reactants [NH3:1].[CH2:2]([O:4][C:5]([C:7]1[C:8]2[S:16][CH:15]=[C:14]([CH2:17][O:18][C:19]3[CH:24]=[C:23]([NH:25][C:26](=[O:33])[C:27]4[CH:32]=[CH:31][CH:30]=[CH:29][CH:28]=4)[CH:22]=[CH:21][C:20]=3[CH3:34])[C:9]=2[C:10](Cl)=[N:11][CH:12]=1)=[O:6])[CH3:3], predict the reaction product. The product is: [CH2:2]([O:4][C:5]([C:7]1[C:8]2[S:16][CH:15]=[C:14]([CH2:17][O:18][C:19]3[CH:24]=[C:23]([NH:25][C:26](=[O:33])[C:27]4[CH:32]=[CH:31][CH:30]=[CH:29][CH:28]=4)[CH:22]=[CH:21][C:20]=3[CH3:34])[C:9]=2[C:10]([NH2:1])=[N:11][CH:12]=1)=[O:6])[CH3:3]. (3) Given the reactants [C:1]([O:5][C:6](=[O:34])[CH:7]=[C:8]([C:25]1[S:29][C:28]2[CH:30]=[CH:31][CH:32]=[CH:33][C:27]=2[CH:26]=1)[CH2:9][CH2:10][CH2:11][CH2:12][CH2:13][CH2:14][C:15]1[CH:24]=[CH:23][C:22]2[CH2:21][CH2:20][CH2:19][NH:18][C:17]=2[N:16]=1)([CH3:4])([CH3:3])[CH3:2].[H][H], predict the reaction product. The product is: [C:1]([O:5][C:6](=[O:34])[CH2:7][CH:8]([C:25]1[S:29][C:28]2[CH:30]=[CH:31][CH:32]=[CH:33][C:27]=2[CH:26]=1)[CH2:9][CH2:10][CH2:11][CH2:12][CH2:13][CH2:14][C:15]1[CH:24]=[CH:23][C:22]2[CH2:21][CH2:20][CH2:19][NH:18][C:17]=2[N:16]=1)([CH3:4])([CH3:2])[CH3:3]. (4) Given the reactants [Cl:1][C:2]1[CH:3]=[C:4]([C:9]2([CH:15]=O)[CH2:14][CH2:13][CH2:12][CH2:11][CH2:10]2)[CH:5]=[CH:6][C:7]=1[F:8].[CH3:17][NH2:18], predict the reaction product. The product is: [Cl:1][C:2]1[CH:3]=[C:4]([C:9]2([CH2:15][NH:18][CH3:17])[CH2:14][CH2:13][CH2:12][CH2:11][CH2:10]2)[CH:5]=[CH:6][C:7]=1[F:8]. (5) Given the reactants [CH3:1][N:2]1[C:6]2[CH:7]=[CH:8][CH:9]=[CH:10][C:5]=2[O:4][C:3]1=[O:11].[S:12]([Cl:16])(=O)(=[O:14])[OH:13], predict the reaction product. The product is: [CH3:1][N:2]1[C:6]2[CH:7]=[CH:8][C:9]([S:12]([Cl:16])(=[O:14])=[O:13])=[CH:10][C:5]=2[O:4][C:3]1=[O:11]. (6) The product is: [C:28]([N:11]([CH2:12][C:13]1[S:17][C:16]([C:18]2[CH:23]=[CH:22][CH:21]=[C:20]([S:24]([CH3:27])(=[O:25])=[O:26])[CH:19]=2)=[N:15][CH:14]=1)[S:8]([C:3]1[CH:4]=[CH:5][CH:6]=[CH:7][C:2]=1[Cl:1])(=[O:10])=[O:9])(=[O:35])[C:29]1[CH:34]=[CH:33][CH:32]=[CH:31][CH:30]=1. Given the reactants [Cl:1][C:2]1[CH:7]=[CH:6][CH:5]=[CH:4][C:3]=1[S:8]([NH:11][CH2:12][C:13]1[S:17][C:16]([C:18]2[CH:23]=[CH:22][CH:21]=[C:20]([S:24]([CH3:27])(=[O:26])=[O:25])[CH:19]=2)=[N:15][CH:14]=1)(=[O:10])=[O:9].[C:28](Cl)(=[O:35])[C:29]1[CH:34]=[CH:33][CH:32]=[CH:31][CH:30]=1.C(N(CC)C(C)C)(C)C, predict the reaction product.